Dataset: Reaction yield outcomes from USPTO patents with 853,638 reactions. Task: Predict the reaction yield, written as a fraction of the theoretical maximum amount of product (1.0 means a 100% yield; for example, 0.34 means a 34% yield). (1) The reactants are Cl[C:2]1[N:7]=[C:6]([C:8]2[N:12]3[CH:13]=[CH:14][CH:15]=[CH:16][C:11]3=[N:10][C:9]=2[C:17]2[CH:18]=[C:19]([CH:31]=[CH:32][CH:33]=2)[C:20]([NH:22][C:23]2[C:28]([F:29])=[CH:27][CH:26]=[CH:25][C:24]=2[F:30])=[O:21])[CH:5]=[CH:4][N:3]=1.[CH3:34][O:35][C:36]1[CH:42]=[C:41]([N:43]2[CH2:48][CH2:47][CH:46]([N:49]3[CH2:54][CH2:53][O:52][CH2:51][CH2:50]3)[CH2:45][CH2:44]2)[CH:40]=[CH:39][C:37]=1[NH2:38].C1(C)C=CC(S(O)(=O)=O)=CC=1. The catalyst is CC(O)C.C(Cl)Cl. The product is [F:30][C:24]1[CH:25]=[CH:26][CH:27]=[C:28]([F:29])[C:23]=1[NH:22][C:20](=[O:21])[C:19]1[CH:31]=[CH:32][CH:33]=[C:17]([C:9]2[N:10]=[C:11]3[CH:16]=[CH:15][CH:14]=[CH:13][N:12]3[C:8]=2[C:6]2[CH:5]=[CH:4][N:3]=[C:2]([NH:38][C:37]3[CH:39]=[CH:40][C:41]([N:43]4[CH2:48][CH2:47][CH:46]([N:49]5[CH2:54][CH2:53][O:52][CH2:51][CH2:50]5)[CH2:45][CH2:44]4)=[CH:42][C:36]=3[O:35][CH3:34])[N:7]=2)[CH:18]=1. The yield is 0.600. (2) The reactants are Cl.[N:2]1[CH:7]=[CH:6][CH:5]=[CH:4][C:3]=1[C:8]1[CH:13]=[CH:12][CH:11]=[CH:10][C:9]=1C1C=CC(N)=CC=1.[Cl:21][C:22]1[CH:30]=[CH:29][C:28]([N+:31]([O-:33])=[O:32])=[CH:27][C:23]=1[C:24](Cl)=[O:25].[N:34]1C=CC=CC=1. No catalyst specified. The product is [ClH:21].[N:2]1[CH:7]=[CH:6][CH:5]=[CH:4][C:3]=1[C:8]1[CH:9]=[CH:10][C:11]([NH:34][C:24]([C:23]2[CH:27]=[C:28]([N+:31]([O-:33])=[O:32])[CH:29]=[CH:30][C:22]=2[Cl:21])=[O:25])=[CH:12][CH:13]=1. The yield is 0.990. (3) The reactants are N#N.Cl[C:4]1[N:5]=[N+:6]([O-:19])[C:7]2[C:16]3[CH2:15][N:14]([CH3:17])[CH2:13][CH2:12][C:11]=3[CH:10]=[CH:9][C:8]=2[N:18]=1.[Sn](CC)(CC)(CC)[CH2:21][CH3:22]. The catalyst is COCCOC.C1C=CC([P]([Pd]([P](C2C=CC=CC=2)(C2C=CC=CC=2)C2C=CC=CC=2)([P](C2C=CC=CC=2)(C2C=CC=CC=2)C2C=CC=CC=2)[P](C2C=CC=CC=2)(C2C=CC=CC=2)C2C=CC=CC=2)(C2C=CC=CC=2)C2C=CC=CC=2)=CC=1. The product is [CH2:21]([C:4]1[N:5]=[N+:6]([O-:19])[C:7]2[C:16]3[CH2:15][N:14]([CH3:17])[CH2:13][CH2:12][C:11]=3[CH:10]=[CH:9][C:8]=2[N:18]=1)[CH3:22]. The yield is 0.600. (4) The reactants are CO[C:3]([C:5]1[S:9][C:8]([CH2:10][CH2:11][C:12]2[C:13]([CH2:18][CH2:19][CH2:20][CH3:21])=[N:14][O:15][C:16]=2[CH3:17])=[N:7][CH:6]=1)=[O:4].[NH2:22][CH:23]1[CH2:28][CH2:27][O:26][CH2:25][CH2:24]1. No catalyst specified. The product is [O:26]1[CH2:27][CH2:28][CH:23]([NH:22][C:3]([C:5]2[S:9][C:8]([CH2:10][CH2:11][C:12]3[C:13]([CH2:18][CH2:19][CH2:20][CH3:21])=[N:14][O:15][C:16]=3[CH3:17])=[N:7][CH:6]=2)=[O:4])[CH2:24][CH2:25]1. The yield is 0.760. (5) The reactants are Cl[C:2]1[N:6]([CH3:7])[C:5]2[CH:8]=[CH:9][CH:10]=[CH:11][C:4]=2[N:3]=1.[Br:12][C:13]1[CH:19]=[CH:18][C:16]([NH2:17])=[CH:15][CH:14]=1. No catalyst specified. The product is [Br:12][C:13]1[CH:19]=[CH:18][C:16]([NH:17][C:2]2[N:6]([CH3:7])[C:5]3[CH:8]=[CH:9][CH:10]=[CH:11][C:4]=3[N:3]=2)=[CH:15][CH:14]=1. The yield is 0.900. (6) The reactants are [NH:1]1[C:5]2[CH:6]=[CH:7][CH:8]=[CH:9][C:4]=2[N:3]=[N:2]1.[OH-].[Na+].[Cl:12][CH2:13][CH2:14][CH2:15][CH2:16]Br. The catalyst is [Br-].C([N+](CCCC)(CCCC)CCCC)CCC.ClCCl. The product is [Cl:12][CH2:13][CH2:14][CH2:15][CH2:16][N:1]1[C:5]2[CH:6]=[CH:7][CH:8]=[CH:9][C:4]=2[N:3]=[N:2]1. The yield is 0.810. (7) The reactants are Cl[C:2]1[CH:7]=[CH:6][C:5]([C:8]#[N:9])=[CH:4][N:3]=1.[CH2:10]([NH2:13])[CH2:11][NH2:12]. The catalyst is C(#N)C. The product is [NH2:12][CH2:11][CH2:10][NH:13][C:2]1[N:3]=[CH:4][C:5]([C:8]#[N:9])=[CH:6][CH:7]=1. The yield is 0.780. (8) The reactants are [F:1][C:2]1[CH:22]=[C:21]([N+:23]([O-:25])=[O:24])[CH:20]=[CH:19][C:3]=1[O:4][C:5]1[CH:10]=[CH:9][N:8]=[C:7]2[CH:11]=[C:12]([C:14]3[N:15]=[CH:16][NH:17][CH:18]=3)[S:13][C:6]=12.[H-].[Na+].Br[CH2:29][CH2:30][O:31][CH3:32]. The catalyst is CN(C=O)C. The product is [F:1][C:2]1[CH:22]=[C:21]([N+:23]([O-:25])=[O:24])[CH:20]=[CH:19][C:3]=1[O:4][C:5]1[CH:10]=[CH:9][N:8]=[C:7]2[CH:11]=[C:12]([C:14]3[N:15]=[CH:16][N:17]([CH2:29][CH2:30][O:31][CH3:32])[CH:18]=3)[S:13][C:6]=12. The yield is 0.360. (9) The reactants are [N:1]([CH:4]([C:26]1[CH:31]=[CH:30][CH:29]=[C:28]([C:32]2[N:33]=[N:34][NH:35][N:36]=2)[CH:27]=1)[C:5]1[CH:25]=[CH:24][C:8]([CH2:9][O:10][C:11]2[CH:16]=[CH:15][C:14]([C:17](=[O:19])[CH3:18])=[C:13]([OH:20])[C:12]=2[CH2:21][CH2:22][CH3:23])=[CH:7][CH:6]=1)=[N+]=[N-].C1(P(C2C=CC=CC=2)C2C=CC=CC=2)C=CC=CC=1.O. The product is [NH2:1][CH:4]([C:26]1[CH:31]=[CH:30][CH:29]=[C:28]([C:32]2[NH:36][N:35]=[N:34][N:33]=2)[CH:27]=1)[C:5]1[CH:25]=[CH:24][C:8]([CH2:9][O:10][C:11]2[CH:16]=[CH:15][C:14]([C:17](=[O:19])[CH3:18])=[C:13]([OH:20])[C:12]=2[CH2:21][CH2:22][CH3:23])=[CH:7][CH:6]=1. The yield is 0.520. The catalyst is O1CCCC1. (10) The reactants are [Br:1][C:2]1[C:3]([O:11][CH3:12])=[C:4]([CH:8]=[CH:9][CH:10]=1)[C:5]([OH:7])=[O:6].[C:13](Cl)(=O)C(Cl)=O.CO. The catalyst is C(Cl)Cl.N1C=CC=CC=1. The product is [Br:1][C:2]1[C:3]([O:11][CH3:12])=[C:4]([CH:8]=[CH:9][CH:10]=1)[C:5]([O:7][CH3:13])=[O:6]. The yield is 0.900.